Binary Classification. Given a T-cell receptor sequence (or CDR3 region) and an epitope sequence, predict whether binding occurs between them. From a dataset of TCR-epitope binding with 47,182 pairs between 192 epitopes and 23,139 TCRs. The epitope is KPLEFGATSAAL. The TCR CDR3 sequence is CASSLGGEQYF. Result: 1 (the TCR binds to the epitope).